This data is from Full USPTO retrosynthesis dataset with 1.9M reactions from patents (1976-2016). The task is: Predict the reactants needed to synthesize the given product. (1) Given the product [F:46][C:45]1[CH:44]=[CH:43][C:34]([CH2:35][NH:36][C:37](=[O:42])[C:38]([F:41])([F:40])[F:39])=[CH:33][C:32]=1[CH:29]1[CH2:28][CH2:27][N:26]([C:24]([C:13]2[C:12]3[C:16](=[CH:17][CH:18]=[CH:19][C:11]=3[NH:10][C:7]([C:5]3[CH:4]=[N:3][CH:2]=[N:1][CH:6]=3)=[O:9])[N:15]([CH2:20][CH2:21][O:22][CH3:23])[CH:14]=2)=[O:25])[CH2:31][CH2:30]1, predict the reactants needed to synthesize it. The reactants are: [N:1]1[CH:6]=[C:5]([C:7]([OH:9])=O)[CH:4]=[N:3][CH:2]=1.[NH2:10][C:11]1[CH:19]=[CH:18][CH:17]=[C:16]2[C:12]=1[C:13]([C:24]([N:26]1[CH2:31][CH2:30][CH:29]([C:32]3[CH:33]=[C:34]([CH:43]=[CH:44][C:45]=3[F:46])[CH2:35][NH:36][C:37](=[O:42])[C:38]([F:41])([F:40])[F:39])[CH2:28][CH2:27]1)=[O:25])=[CH:14][N:15]2[CH2:20][CH2:21][O:22][CH3:23]. (2) Given the product [CH2:9]([N:8]([CH2:16][C:17]1[CH:18]=[CH:19][CH:20]=[CH:21][CH:22]=1)[C:7]1[N:6]=[CH:5][N:4]=[C:3]2[C:2]=1[NH:1][C:45](=[O:47])[N:23]2[C:24]1[CH:25]=[CH:26][C:27]([O:39][CH2:40][CH2:41][O:42][CH3:43])=[C:28]([N:30]([CH3:38])[C:31](=[O:37])[O:32][C:33]([CH3:34])([CH3:35])[CH3:36])[CH:29]=1)[C:10]1[CH:15]=[CH:14][CH:13]=[CH:12][CH:11]=1, predict the reactants needed to synthesize it. The reactants are: [NH2:1][C:2]1[C:3]([NH:23][C:24]2[CH:25]=[CH:26][C:27]([O:39][CH2:40][CH2:41][O:42][CH3:43])=[C:28]([N:30]([CH3:38])[C:31](=[O:37])[O:32][C:33]([CH3:36])([CH3:35])[CH3:34])[CH:29]=2)=[N:4][CH:5]=[N:6][C:7]=1[N:8]([CH2:16][C:17]1[CH:22]=[CH:21][CH:20]=[CH:19][CH:18]=1)[CH2:9][C:10]1[CH:15]=[CH:14][CH:13]=[CH:12][CH:11]=1.Cl[C:45](Cl)([O:47]C(=O)OC(Cl)(Cl)Cl)Cl. (3) Given the product [F:24][CH:2]([F:1])[C:3]1[N:8]2[CH:9]=[N:10][C:11]([C:12]#[C:13][C:26]3[S:30][C:29]([S:31]([NH2:34])(=[O:33])=[O:32])=[CH:28][CH:27]=3)=[C:7]2[N:6]=[C:5]([C:14]2[CH:19]=[CH:18][C:17]([C:20]([F:23])([F:22])[F:21])=[CH:16][CH:15]=2)[CH:4]=1, predict the reactants needed to synthesize it. The reactants are: [F:1][CH:2]([F:24])[C:3]1[N:8]2[CH:9]=[N:10][C:11]([C:12]#[CH:13])=[C:7]2[N:6]=[C:5]([C:14]2[CH:19]=[CH:18][C:17]([C:20]([F:23])([F:22])[F:21])=[CH:16][CH:15]=2)[CH:4]=1.Br[C:26]1[S:30][C:29]([S:31]([NH2:34])(=[O:33])=[O:32])=[CH:28][CH:27]=1. (4) Given the product [NH2:14][C:10]1[CH:9]=[C:8]2[C:13](=[CH:12][CH:11]=1)[N:5]([CH:1]1[CH2:4][CH2:3][CH2:2]1)[C:6](=[O:17])[CH2:7]2, predict the reactants needed to synthesize it. The reactants are: [CH:1]1([N:5]2[C:13]3[C:8](=[CH:9][C:10]([N+:14]([O-])=O)=[CH:11][CH:12]=3)[CH2:7][C:6]2=[O:17])[CH2:4][CH2:3][CH2:2]1.[Cl-].[NH4+]. (5) Given the product [C:32]([NH:35][C:36](=[O:56])[CH2:37][CH:38]1[CH2:43][CH2:42][CH:41]([C:44]2[S:45][C:46]([C:49]3[CH:50]=[CH:51][C:52]([NH:55][C:65]([NH:64][C:59]4[CH:60]=[CH:61][CH:62]=[CH:63][C:58]=4[Cl:57])=[O:66])=[CH:53][CH:54]=3)=[CH:47][N:48]=2)[CH2:40][CH2:39]1)(=[O:34])[CH3:33], predict the reactants needed to synthesize it. The reactants are: FC(F)(F)C1C=C(NC(=O)NC2C=CC(C3SC(CCC(OC)=O)=NC=3)=CC=2)C=CC=1.[C:32]([NH:35][C:36](=[O:56])[CH2:37][CH:38]1[CH2:43][CH2:42][CH:41]([C:44]2[S:45][C:46]([C:49]3[CH:54]=[CH:53][C:52]([NH2:55])=[CH:51][CH:50]=3)=[CH:47][N:48]=2)[CH2:40][CH2:39]1)(=[O:34])[CH3:33].[Cl:57][C:58]1[CH:63]=[CH:62][CH:61]=[CH:60][C:59]=1[N:64]=[C:65]=[O:66]. (6) The reactants are: [C:1]([C:4]1[C:22](=[O:23])[C@@:8]2([CH3:24])[C:9]3[C:15]([OH:16])=[CH:14][C:13]([O:17][CH3:18])=[C:12]([C:19]([NH2:21])=[O:20])[C:10]=3[O:11][C:7]2=[CH:6][C:5]=1[OH:25])(=[O:3])[CH3:2].[Cl:26][C:27]1[CH:45]=[CH:44][C:30]([O:31][C:32]2[C:41]3[C:36](=[CH:37][CH:38]=[CH:39][CH:40]=3)[C:35]([CH:42]=O)=[CH:34][CH:33]=2)=[CH:29][CH:28]=1.C([SiH](CC)CC)C.FC(F)(F)C(O)=O. Given the product [C:1]([C:4]1[C:22](=[O:23])[C@@:8]2([CH3:24])[C:9]3[C:15]([OH:16])=[CH:14][C:13]([O:17][CH3:18])=[C:12]([C:19]([NH:21][CH2:42][C:35]4[C:36]5[C:41](=[CH:40][CH:39]=[CH:38][CH:37]=5)[C:32]([O:31][C:30]5[CH:29]=[CH:28][C:27]([Cl:26])=[CH:45][CH:44]=5)=[CH:33][CH:34]=4)=[O:20])[C:10]=3[O:11][C:7]2=[CH:6][C:5]=1[OH:25])(=[O:3])[CH3:2], predict the reactants needed to synthesize it. (7) Given the product [CH2:1]([O:8][C:9]1[CH:14]=[CH:13][C:12]([CH2:15][N:28]2[CH:29]=[C:25]([B:20]3[O:19][C:18]([CH3:30])([CH3:17])[C:22]([CH3:24])([CH3:23])[O:21]3)[CH:26]=[N:27]2)=[CH:11][CH:10]=1)[C:2]1[CH:7]=[CH:6][CH:5]=[CH:4][CH:3]=1, predict the reactants needed to synthesize it. The reactants are: [CH2:1]([O:8][C:9]1[CH:14]=[CH:13][C:12]([CH2:15]Br)=[CH:11][CH:10]=1)[C:2]1[CH:7]=[CH:6][CH:5]=[CH:4][CH:3]=1.[CH3:17][C:18]1([CH3:30])[C:22]([CH3:24])([CH3:23])[O:21][B:20]([C:25]2[CH:26]=[N:27][NH:28][CH:29]=2)[O:19]1.[H-].[Na+]. (8) The reactants are: [NH2:1][C:2]1[CH:3]=[C:4]([N:8]2[C:12](=[O:13])[CH2:11][CH:10]([C:14]([NH:16][CH:17]([C:24]3[CH:25]=[N:26][CH:27]=[CH:28][CH:29]=3)[CH2:18][C:19]([O:21][CH2:22][CH3:23])=[O:20])=[O:15])[CH2:9]2)[CH:5]=[CH:6][CH:7]=1.CS[C:32]1[S:33][CH2:34][CH2:35][N:36]=1. Given the product [O:13]=[C:12]1[N:8]([C:4]2[CH:5]=[CH:6][CH:7]=[C:2]([NH:1][C:32]3[S:33][CH2:34][CH2:35][N:36]=3)[CH:3]=2)[CH2:9][CH:10]([C:14]([NH:16][CH:17]([C:24]2[CH:25]=[N:26][CH:27]=[CH:28][CH:29]=2)[CH2:18][C:19]([O:21][CH2:22][CH3:23])=[O:20])=[O:15])[CH2:11]1, predict the reactants needed to synthesize it. (9) Given the product [Br:1][C:2]1[C:11]2[S:12][C:13]([CH2:16][Cl:30])=[C:14]([CH3:15])[C:10]=2[C:9]([C:17]2[CH:22]=[CH:21][C:20]([O:23][C:24](=[O:26])[CH3:25])=[CH:19][CH:18]=2)=[C:8]2[C:3]=1[CH:4]=[CH:5][CH:6]=[CH:7]2, predict the reactants needed to synthesize it. The reactants are: [Br:1][C:2]1[C:11]2[S:12][C:13]([CH3:16])=[C:14]([CH3:15])[C:10]=2[C:9]([C:17]2[CH:22]=[CH:21][C:20]([O:23][C:24](=[O:26])[CH3:25])=[CH:19][CH:18]=2)=[C:8]2[C:3]=1[CH:4]=[CH:5][CH:6]=[CH:7]2.S(Cl)([Cl:30])(=O)=O. (10) The reactants are: [CH:1]1([C:10]([O:12][CH3:13])=[O:11])[C:9]2[C:4](=[CH:5][CH:6]=[CH:7][CH:8]=2)[CH2:3][NH:2]1.[Cl:14][C:15]1[C:16]([O:28][CH2:29][O:30][CH3:31])=[CH:17][C:18]([O:24][CH2:25][O:26][CH3:27])=[C:19]([CH:23]=1)[C:20](O)=[O:21].CN1CCOCC1.Cl.CN(C)CCCN=C=NCC.ON1C2C=CC=CC=2N=N1. Given the product [Cl:14][C:15]1[C:16]([O:28][CH2:29][O:30][CH3:31])=[CH:17][C:18]([O:24][CH2:25][O:26][CH3:27])=[C:19]([CH:23]=1)[C:20]([N:2]1[CH2:3][C:4]2[C:9](=[CH:8][CH:7]=[CH:6][CH:5]=2)[CH:1]1[C:10]([O:12][CH3:13])=[O:11])=[O:21], predict the reactants needed to synthesize it.